Dataset: Reaction yield outcomes from USPTO patents with 853,638 reactions. Task: Predict the reaction yield, written as a fraction of the theoretical maximum amount of product (1.0 means a 100% yield; for example, 0.34 means a 34% yield). (1) The product is [C:1]([O:4][C:5]1[C:12]([C:13]([CH3:16])([CH3:15])[CH3:14])=[CH:11][C:8]([CH:9]=[N+:25]([CH2:21][CH:22]([CH3:24])[CH3:23])[O-:26])=[CH:7][C:6]=1[C:17]([CH3:20])([CH3:19])[CH3:18])(=[O:3])[CH3:2]. The yield is 0.523. The catalyst is CO.Cl. The reactants are [C:1]([O:4][C:5]1[C:12]([C:13]([CH3:16])([CH3:15])[CH3:14])=[CH:11][C:8]([CH:9]=O)=[CH:7][C:6]=1[C:17]([CH3:20])([CH3:19])[CH3:18])(=[O:3])[CH3:2].[CH2:21]([NH:25][OH:26])[CH:22]([CH3:24])[CH3:23]. (2) The reactants are [C:1](Cl)(=O)C.[Cl:5][C:6]1[CH:14]=[C:13]([CH3:15])[C:12]([N+:16]([O-:18])=[O:17])=[CH:11][C:7]=1[C:8]([OH:10])=[O:9]. The catalyst is CO. The product is [Cl:5][C:6]1[CH:14]=[C:13]([CH3:15])[C:12]([N+:16]([O-:18])=[O:17])=[CH:11][C:7]=1[C:8]([O:10][CH3:1])=[O:9]. The yield is 1.00. (3) The reactants are [C:1]([O:5][C:6](=[O:16])[N:7]([CH2:11][CH2:12][CH2:13][CH2:14][NH2:15])[CH2:8][CH2:9][F:10])([CH3:4])([CH3:3])[CH3:2].[Cl:17][C:18]1[CH:19]=[C:20]([CH3:26])[C:21]([CH:24]=O)=[N:22][CH:23]=1.C([O-])([O-])=O.[K+].[K+].[BH4-].[Na+].C([O-])(O)=O.[Na+]. The catalyst is CO. The product is [C:1]([O:5][C:6](=[O:16])[N:7]([CH2:11][CH2:12][CH2:13][CH2:14][NH:15][CH2:24][C:21]1[C:20]([CH3:26])=[CH:19][C:18]([Cl:17])=[CH:23][N:22]=1)[CH2:8][CH2:9][F:10])([CH3:4])([CH3:2])[CH3:3]. The yield is 0.720.